From a dataset of Forward reaction prediction with 1.9M reactions from USPTO patents (1976-2016). Predict the product of the given reaction. (1) Given the reactants [Br:1][C:2]1[C:3]([Cl:9])=[CH:4][C:5]([NH2:8])=[N:6][CH:7]=1.[C:10](Cl)(=[O:12])[CH3:11], predict the reaction product. The product is: [Br:1][C:2]1[C:3]([Cl:9])=[CH:4][C:5]([NH:8][C:10](=[O:12])[CH3:11])=[N:6][CH:7]=1. (2) The product is: [CH3:1][O:2][C:3]1[CH:15]=[C:14]([O:16][CH3:17])[CH:13]=[CH:12][C:4]=1[CH2:5][N:6]([C:7]1[S:8][CH:9]=[N:10][N:11]=1)[S:35]([C:33]1[CH:32]=[CH:31][C:29]2[NH:30][C:26](=[O:25])[O:27][C:28]=2[CH:34]=1)(=[O:37])=[O:36]. Given the reactants [CH3:1][O:2][C:3]1[CH:15]=[C:14]([O:16][CH3:17])[CH:13]=[CH:12][C:4]=1[CH2:5][NH:6][C:7]1[S:8][CH:9]=[N:10][N:11]=1.N#N.C1COCC1.[O:25]=[C:26]1[NH:30][C:29]2[CH:31]=[CH:32][C:33]([S:35](Cl)(=[O:37])=[O:36])=[CH:34][C:28]=2[O:27]1, predict the reaction product. (3) Given the reactants [C:1]1([P:7]([C:31]2[CH:36]=[CH:35][CH:34]=[CH:33][CH:32]=2)[C@H:8]2[CH2:16][C@@H:11]3[O:12][C:13](=[O:15])[CH2:14][C@@H:10]3[C@H:9]2[CH2:17][P:18]([C:25]2[CH:30]=[CH:29][CH:28]=[CH:27][CH:26]=2)[C:19]2[CH:24]=[CH:23][CH:22]=[CH:21][CH:20]=2)[CH:6]=[CH:5][CH:4]=[CH:3][CH:2]=1.B.C1N2CCN(CC2)C1, predict the reaction product. The product is: [C:31]1([P:7]([C:1]2[CH:6]=[CH:5][CH:4]=[CH:3][CH:2]=2)[CH:8]2[CH2:16][CH:11]3[O:12][C:13](=[O:15])[CH2:14][CH:10]3[CH:9]2[CH2:17][P:18]([C:19]2[CH:20]=[CH:21][CH:22]=[CH:23][CH:24]=2)[C:25]2[CH:26]=[CH:27][CH:28]=[CH:29][CH:30]=2)[CH:36]=[CH:35][CH:34]=[CH:33][CH:32]=1. (4) Given the reactants Br[CH2:2][C:3]1[CH:8]=[CH:7][C:6]([F:9])=[CH:5][CH:4]=1.[CH2:10]([O:12][C:13](=[O:19])[CH2:14][C:15](=[O:18])[CH2:16][CH3:17])[CH3:11], predict the reaction product. The product is: [CH2:10]([O:12][C:13](=[O:19])[CH:14]([CH2:2][C:3]1[CH:8]=[CH:7][C:6]([F:9])=[CH:5][CH:4]=1)[C:15](=[O:18])[CH2:16][CH3:17])[CH3:11]. (5) Given the reactants [CH3:1][O:2][C:3](=[O:8])/[CH:4]=[C:5](/[O-:7])\[CH3:6].[Na+].[I-].[K+].[CH2:12](Br)[CH2:13][CH2:14][CH2:15][CH2:16][CH3:17], predict the reaction product. The product is: [C:5]([CH:4]([CH2:12][CH2:13][CH2:14][CH2:15][CH2:16][CH3:17])[C:3]([O:2][CH3:1])=[O:8])(=[O:7])[CH3:6]. (6) The product is: [C:10]([O:14][C:15]([N:17]1[CH2:22][C@H:21]([C:23]([O:25][CH3:26])=[O:24])[CH2:20][C@H:19]([C:27]([OH:29])=[O:28])[CH2:18]1)=[O:16])([CH3:13])([CH3:11])[CH3:12]. Given the reactants C1([C@H](N)C)C=CC=CC=1.[C:10]([O:14][C:15]([N:17]1[CH2:22][C@H:21]([C:23]([O:25][CH3:26])=[O:24])[CH2:20][C@H:19]([C:27]([OH:29])=[O:28])[CH2:18]1)=[O:16])([CH3:13])([CH3:12])[CH3:11].CO.C(O)(=O)CC(CC(O)=O)(C(O)=O)O, predict the reaction product. (7) Given the reactants C[Si]([N-][Si](C)(C)C)(C)C.[Li+].CCCCCC.[N+:17]([C:20]1[CH:38]=[CH:37][C:23]([CH2:24][NH:25][S:26]([C:29]2[N:30]=[CH:31][N:32]3[CH:36]=[CH:35][S:34][C:33]=23)(=[O:28])=[O:27])=[CH:22][CH:21]=1)([O-:19])=[O:18].[CH2:39]([Sn:43](Cl)([CH2:48][CH2:49][CH2:50][CH3:51])[CH2:44][CH2:45][CH2:46][CH3:47])[CH2:40][CH2:41][CH3:42].[Cl-].[NH4+], predict the reaction product. The product is: [N+:17]([C:20]1[CH:38]=[CH:37][C:23]([CH2:24][NH:25][S:26]([C:29]2[N:30]=[CH:31][N:32]3[CH:36]=[C:35]([Sn:43]([CH2:44][CH2:45][CH2:46][CH3:47])([CH2:48][CH2:49][CH2:50][CH3:51])[CH2:39][CH2:40][CH2:41][CH3:42])[S:34][C:33]=23)(=[O:27])=[O:28])=[CH:22][CH:21]=1)([O-:19])=[O:18].